Predict the product of the given reaction. From a dataset of Forward reaction prediction with 1.9M reactions from USPTO patents (1976-2016). Given the reactants [N+:1]([C:4]1[CH:5]=[C:6]([CH:9]=[C:10]([N+:12]([O-:14])=[O:13])[CH:11]=1)[CH2:7]Cl)([O-:3])=[O:2].[C:15]1(=[O:25])[NH:19][C:18](=[O:20])[C:17]2=[CH:21][CH:22]=[CH:23][CH:24]=[C:16]12.[K], predict the reaction product. The product is: [N+:1]([C:4]1[CH:5]=[C:6]([CH2:7][N:19]2[C:15](=[O:25])[C:16]3[C:17](=[CH:21][CH:22]=[CH:23][CH:24]=3)[C:18]2=[O:20])[CH:9]=[C:10]([N+:12]([O-:14])=[O:13])[CH:11]=1)([O-:3])=[O:2].